From a dataset of Experimentally validated miRNA-target interactions with 360,000+ pairs, plus equal number of negative samples. Binary Classification. Given a miRNA mature sequence and a target amino acid sequence, predict their likelihood of interaction. (1) The miRNA is hsa-miR-7108-5p with sequence GUGUGGCCGGCAGGCGGGUGG. The protein sequence of the target gene is MSYPQGYLYQAPGSLALYSCPAYGASALAAPRSEELARSASGSAFSPYPGSAAFTAQAATGFGSPLQYSADAAAAAAAGFPSYVGSPYDTHTTGMTGAISYHPYGSAAYPYQLNDPAYRKNATRDATATLKAWLNEHRKNPYPTKGEKIMLAIITKMTLTQVSTWFANARRRLKKENKMTWAPRNKSEDEDEDEGDASRSKEESSDKAQDGTETSAEDEGISLHVDSLTDHSCSAESDGEKLPCRAGDALCESGSECKDKFEDLEDEEDEEDECERDLAPPKPVTSSPLTGVEAPLLSPA.... Result: 0 (no interaction). (2) The miRNA is hsa-miR-6070 with sequence CCGGUUCCAGUCCCUGGAG. The protein sequence of the target gene is MKPTGTDPRILSIAAEVAKSPEQNVPVILLKLKEIINITPLGSSELKKIKQDIYCYDLIQYCLLVLSQDYSRIQGGWTTISQLTQILSHCCVGLEPGEDAEEFYNELLPSAAENFLVLGRQLQTCFINAAKAEEKDELLHFFQIVTDSLFWLLGGHVELIQNVLQSDHFLHLLQADNVQIGSAVMMMLQNILQINSGDLLRIGRKALYSILDEVIFKLFSTPSPVIRSTATKLLLLMAESHQEILILLRQSTCYKGLRRLLSKQETGTEFSQELRQLVGLLSPMVYQEVEEQKLHQAACL.... Result: 0 (no interaction). (3) The miRNA is mmu-miR-3572-3p with sequence UACACUUGUCCUUCUUUCCCCAG. The protein sequence of the target gene is MLSARTMKEVVYWSPKKVADWLLENAMPEYCEPLEHFTGQDLINLTQEDFKKPPLYRVSSDNGQRLLDMIETLKMEHHMEAHKNGHANGHLSIGVDIPNPDGSFSIKTKPNGMPNGFRKEMIKIPMPEPERSQYPMEWGKTFLAFLYALSCFVLTTVMISVVHERVPPKEVQPPLPDTFFDHFNRVQWAFSICEINGMILVGLWLFQWLLLKYKSIISRRFFCIVGTLYLYRCITMYVTTLPVPGMHFNCSPKLFGDWEAQVRRIMKLIAGGGLSITGSHNMCGDYLYSGHTVMLTLTYL.... Result: 1 (interaction). (4) The miRNA is mmu-miR-344-3p with sequence UGAUCUAGCCAAAGCCUGACUGU. The protein sequence of the target gene is MGKCRGLRTARKLRSHRRDQKWHDKQYKKAHLGTALKANPFGGASHAKGIVLEKVGVEAKQPNSAIRKCVRVQLIKNGKKITAFVPNDGCLNFIEENDEVLVAGFGRKGHAVGDIPGVRFKVVKVANVSLLALYKGKKERPRS. Result: 0 (no interaction). (5) The miRNA is mmu-miR-335-3p with sequence UUUUUCAUUAUUGCUCCUGACC. The protein sequence of the target gene is MDLPVDEWKSYLLKKWASLPKSVQDTISTAETLSDIFLPSSSLLQPEDEMFLKELSSSYSVEKDNDAPLFYREEGNRKFQEKEYTDAAVLYSKGVSHSRPNTEDISLCYANRSAALFHLGQYEACLKDIVEAGMHGYPERLQPKMMVRKTECLVNLGRLQEARQTISDLESSLTAKPTLVLSSYQILQRNVQHLKIKIQEKETLPEPIPAALTNAFEDIALGEENTQISGASLSVSLCTHPLKGRHLVATKDILPGELLVKEDAFVSVLIPGEMPRPHHCLENKWDTRVTSGDLYCHRCL.... Result: 1 (interaction). (6) The miRNA is hsa-miR-141-5p with sequence CAUCUUCCAGUACAGUGUUGGA. The protein sequence of the target gene is MLGCGIPALGLLLLLQGSADGNGIQGFFYPWSCEGDIWDRESCGGQAAIDSPNLCLRLRCCYRNGVCYHQRPDENVRRKHMWALVWTCSGLLLLSCSICLFWWAKRRDVLHMPGFLAGPCDMSKSVSLLSKHRGTKKTPSTGSVPVALSKESRDVEGGTEGEGTEEGEETEGEEEED. Result: 0 (no interaction). (7) The miRNA is hsa-miR-6801-3p with sequence ACCCCUGCCACUCACUGGCC. The protein sequence of the target gene is MRTLRRLKFMSSPSLSDLGKREPAAAADERGTQQRRACANATWNSIHNGVIAVFQRKGLPDQELFSLNEGVRQLLKTELGSFFTEYLQNQLLTKGMVILRDKIRFYEGQKLLDSLAETWDFFFSDVLPMLQAIFYPVQGKEPSVRQLALLHFRNAITLSVKLEDALARAHARVPPAIVQMLLVLQGVHESRGVTEDYLRLETLVQKVVSPYLGTYGLHSSEGPFTHSCILEKRLLRRSRSGDVLAKNPVVRSKSYNTPLLNPVQEHEAEGAAAGGTSIRRHSVSEMTSCPEPQGFSDPPG.... Result: 0 (no interaction). (8) The miRNA is hsa-miR-4789-5p with sequence GUAUACACCUGAUAUGUGUAUG. The protein sequence of the target gene is MAVWTRATKAGLVELLLRERWVRVVAELSGESLSLTGDAAAVEPEPPAAAFNGLPNGGGGESLPGSPNRGLGPPSPPAPPRGPAGEASASPPVRRVRVVKQEAGGLGISIKGGRENRMPILISKIFPGLAADQSRALRLGDAILSVNGTDLRQATHDQAVQALKRAGKEVLLEVKFIREVTPYIKKPSLVSDLPWEGASPQSPSFSGSEDSGSPKHQNTTKDRKVIPLKMCFAARNLSMPDLENRLIELHSPDSRNTLILRCKDTATAHSWFVAIHTNIMALLPQVLAELNAMLGATSTA.... Result: 0 (no interaction). (9) The miRNA is hsa-miR-4644 with sequence UGGAGAGAGAAAAGAGACAGAAG. The protein sequence of the target gene is MSLVSQNSRRRRGGRANARRNNGKGHPAAVPGPDVPRDRNDPKILQGLRASEGPGTSMLPTPREGPSASVPPTASEGSSAPRQFIISQGPNTSEMPTSRKGRGASRPPAVSAGLNTAMSITASEGPNSPVPPTAPKGSKAYEHLPVSEGLAISEQRHSDGGPNMEPTLGEGPGISVPPTFSEESGISDEGLSIFMSPNISEGPGINEPYSVSEDPSTSVPPTDSNGLGINLPPTFGEGLSISMLFSALEEPDIFAPPPSAEGLFASMSPPSGEIQSSWVSPIIMEGCNVNVPPTSKKGLR.... Result: 0 (no interaction).